Dataset: Full USPTO retrosynthesis dataset with 1.9M reactions from patents (1976-2016). Task: Predict the reactants needed to synthesize the given product. (1) Given the product [CH2:11]([N:18]1[CH2:22][CH2:21][CH:20]([O:23][C:2]2[CH:9]=[CH:8][C:5]([C:6]#[N:7])=[C:4]([CH3:10])[CH:3]=2)[CH2:19]1)[C:12]1[CH:13]=[CH:14][CH:15]=[CH:16][CH:17]=1, predict the reactants needed to synthesize it. The reactants are: F[C:2]1[CH:9]=[CH:8][C:5]([C:6]#[N:7])=[C:4]([CH3:10])[CH:3]=1.[CH2:11]([N:18]1[CH2:22][CH2:21][CH:20]([OH:23])[CH2:19]1)[C:12]1[CH:17]=[CH:16][CH:15]=[CH:14][CH:13]=1.[H-].[Na+]. (2) Given the product [O:45]1[CH2:44][CH:43]=[C:42]([C:2]2[CH:3]=[C:4]3[C:31](=[CH:32][CH:33]=2)[O:30][CH2:29][C:25]2([CH2:26][O:27][CH2:28]2)[C:5]23[CH2:9][O:8][C:7]([N:10]([C:18]([O:20][C:21]([CH3:24])([CH3:23])[CH3:22])=[O:19])[C:11]([O:13][C:14]([CH3:16])([CH3:15])[CH3:17])=[O:12])=[N:6]2)[CH2:47][CH2:46]1, predict the reactants needed to synthesize it. The reactants are: Br[C:2]1[CH:3]=[C:4]2[C:31](=[CH:32][CH:33]=1)[O:30][CH2:29][C:25]1([CH2:28][O:27][CH2:26]1)[C:5]12[CH2:9][O:8][C:7]([N:10]([C:18]([O:20][C:21]([CH3:24])([CH3:23])[CH3:22])=[O:19])[C:11]([O:13][C:14]([CH3:17])([CH3:16])[CH3:15])=[O:12])=[N:6]1.CC1(C)C(C)(C)OB([C:42]2[CH2:43][CH2:44][O:45][CH2:46][CH:47]=2)O1.C([O-])([O-])=O.[Na+].[Na+]. (3) Given the product [C:1]([O:5][C@@H:6]([C:11]1[C:26]([CH3:27])=[CH:25][C:14]2[N:15]=[C:16]([C:18]3[CH:23]=[CH:22][N:21]=[C:20]([N:42]4[CH2:41][CH2:40][N:39]([C:37](=[O:38])[N:36]([CH3:35])[CH3:45])[CH2:44][CH2:43]4)[N:19]=3)[S:17][C:13]=2[C:12]=1[C:28]1[CH:29]=[CH:30][C:31]([Cl:34])=[CH:32][CH:33]=1)[C:7]([O:9][CH3:10])=[O:8])([CH3:2])([CH3:3])[CH3:4], predict the reactants needed to synthesize it. The reactants are: [C:1]([O:5][C@@H:6]([C:11]1[C:26]([CH3:27])=[CH:25][C:14]2[N:15]=[C:16]([C:18]3[CH:23]=[CH:22][N:21]=[C:20](Cl)[N:19]=3)[S:17][C:13]=2[C:12]=1[C:28]1[CH:33]=[CH:32][C:31]([Cl:34])=[CH:30][CH:29]=1)[C:7]([O:9][CH3:10])=[O:8])([CH3:4])([CH3:3])[CH3:2].[CH3:35][N:36]([CH3:45])[C:37]([N:39]1[CH2:44][CH2:43][NH:42][CH2:41][CH2:40]1)=[O:38]. (4) Given the product [NH2:15][C:12]1[CH:11]=[CH:10][C:9]([NH:8][C:1]([C:31]2[C:32]3[C:27](=[CH:26][CH:25]=[CH:24][CH:23]=3)[CH:28]=[CH:29][CH:30]=2)=[O:3])=[CH:14][CH:13]=1, predict the reactants needed to synthesize it. The reactants are: [C:1]([NH:8][C:9]1[CH:14]=[CH:13][C:12]([NH2:15])=[CH:11][CH:10]=1)([O:3]C(C)(C)C)=O.C(N(CC)CC)C.[C:23]1(C(Cl)=O)[C:32]2[C:27](=[CH:28][CH:29]=[CH:30][CH:31]=2)[CH:26]=[CH:25][CH:24]=1. (5) Given the product [Br:19][C:7]1[C:2]([Cl:1])=[N:3][C:4]([O:10][CH3:11])=[N:5][C:6]=1[O:8][CH3:9], predict the reactants needed to synthesize it. The reactants are: [Cl:1][C:2]1[CH:7]=[C:6]([O:8][CH3:9])[N:5]=[C:4]([O:10][CH3:11])[N:3]=1.C([O-])(O)=O.[Na+].CO.[Br:19]Br.